Dataset: Forward reaction prediction with 1.9M reactions from USPTO patents (1976-2016). Task: Predict the product of the given reaction. Given the reactants [NH2:1][C@@H:2]1[C@@H:7]([O:8][CH2:9][C:10]2[CH:15]=[CH:14][CH:13]=[CH:12][CH:11]=2)[C@H:6]([O:16][CH2:17][C:18]2[CH:23]=[CH:22][CH:21]=[CH:20][CH:19]=2)[C@@H:5]([CH2:24][O:25][CH2:26][C:27]2[CH:32]=[CH:31][CH:30]=[CH:29][CH:28]=2)[CH2:4][C@@H:3]1[OH:33].N1C=CN=C1.[C:39]([Si:43](Cl)([CH3:45])[CH3:44])([CH3:42])([CH3:41])[CH3:40], predict the reaction product. The product is: [CH2:9]([O:8][C@H:7]1[C@H:6]([O:16][CH2:17][C:18]2[CH:19]=[CH:20][CH:21]=[CH:22][CH:23]=2)[C@@H:5]([CH2:24][O:25][CH2:26][C:27]2[CH:32]=[CH:31][CH:30]=[CH:29][CH:28]=2)[CH2:4][C@H:3]([O:33][Si:43]([C:39]([CH3:42])([CH3:41])[CH3:40])([CH3:45])[CH3:44])[C@@H:2]1[NH2:1])[C:10]1[CH:11]=[CH:12][CH:13]=[CH:14][CH:15]=1.